From a dataset of Forward reaction prediction with 1.9M reactions from USPTO patents (1976-2016). Predict the product of the given reaction. Given the reactants [Si:1]([O:8][C@@H:9]1[C@:13]([CH2:16][O:17][Si:18]([C:21]([CH3:24])([CH3:23])[CH3:22])([CH3:20])[CH3:19])([CH2:14][OH:15])[O:12][C@@H:11]([N:25]2[CH:30]=[CH:29][C:28](=[O:31])[NH:27][C:26]2=[O:32])[C@@H:10]1[O:33][CH3:34])([C:4]([CH3:7])([CH3:6])[CH3:5])([CH3:3])[CH3:2].C1CCC(N=C=NC2CCCCC2)CC1.C(O)(=O)C(O)=O, predict the reaction product. The product is: [Si:1]([O:8][C@H:9]1[C@@H:10]([O:33][CH3:34])[C@H:11]([N:25]2[CH:30]=[CH:29][C:28](=[O:31])[NH:27][C:26]2=[O:32])[O:12][C@@:13]1([CH2:16][O:17][Si:18]([C:21]([CH3:24])([CH3:23])[CH3:22])([CH3:19])[CH3:20])[CH:14]=[O:15])([C:4]([CH3:7])([CH3:6])[CH3:5])([CH3:3])[CH3:2].